From a dataset of Experimentally validated miRNA-target interactions with 360,000+ pairs, plus equal number of negative samples. Binary Classification. Given a miRNA mature sequence and a target amino acid sequence, predict their likelihood of interaction. (1) The miRNA is hsa-miR-4729 with sequence UCAUUUAUCUGUUGGGAAGCUA. The protein sequence of the target gene is MSFVRVNRCGPRVGVRKTPKVKKKKTSVKQEWDNTVTDLTVHRATPEDLVRRHEIHKSKNRALVHWELQEKALKRKWRKQKPETLNLEKRRLSIMKEILSDQYQMQDVLEKSDHLIAAAKELFPRRRTGFPNVTVAPDSSQGPIVVNQDPITQSIFNESVIEPQALNDVDGEEEGTVNSQSGESENENELDNSLNSQSNTNTDRFLQQLTEENFELISKLWTDIQQKIATQSQITPPGTPSSALSSGEQRAALNATNAVKRLQTRLQPEESTETLDSSYVVGHVLNSRKQKQLLNKVKRK.... Result: 0 (no interaction). (2) The miRNA is mmu-miR-6951-5p with sequence UUGUAUUUGUGUGAUUAAAGU. The protein sequence of the target gene is MRAGRVRPLRASDMKKDVRILLVGEPRVGKTSLIMSLVSEEFPEEVPPRAEEITIPADVTPERVPTHIVDYSEAEQSDEQLHQEISQANVICIVYAVNNKHSIDKVTSRWIPLINERTDKDSRLPLILVGNKSDLVEYSSMETILPIMNQYTEIETCVECSAKNLKNISELFYYAQKAVLHPTGPLYCPEEKEMKPACIKALTRIFKISDQDNDGTLNDAELNFFQRICFNTPLAPQALEDVKNVVRKHLSDGVADSGLTLRGFLFLHTLFIQRGRHETTWTVLRRFGYDDDLDLTPEYL.... Result: 0 (no interaction). (3) The miRNA is hsa-miR-21-5p with sequence UAGCUUAUCAGACUGAUGUUGA. The protein sequence of the target gene is MTKHPPNRRGISFEVGAQLEARDRLKNWYPAHIEDIDYEEGKVLIHFKRWNHRYDEWFCWDSPYLRPLEKIQLRKEGLHEEDGSSEFQINEQVLACWSDCRFYPAKVTAVNKDGTYTVKFYDGVVQTVKHIHVKAFSKDQNIVGNARPKETDHKSLSSSPDKREKFKEQRKATVNVKKDKEDKPLKTEKRPKQPDKEGKLICSEKGKVSEKSLPKNEKEDKENISENDREYSGDAQVDKKPENDIVKSPQENLREPKRKRGRPPSIAPTAVDSNSQTLQPITLELRRRKISKGCEVPLKR.... Result: 1 (interaction). (4) The miRNA is hsa-miR-3121-3p with sequence UAAAUAGAGUAGGCAAAGGACA. The protein sequence of the target gene is MDPPSPSRTSQTQPTATSPLTSYRWHTGGGGEKAAGGFRWGRFAGWGRALSHQEPMVSTQPAPRSIFRRVLSAPPKESRTSRLRLSKALWGRHKNPPPEPDPEPEQEAPELEPEPELEPPTPQIPEAPTPNVPVWDIGGFTLLDGKLVLLGGEEEGPRRPRVGSASSEGSIHVAMGNFRDPDRMPGKTEPETAGPNQVHNVRGLLKRLKEKKKARLEPRDGPPSALGSRESLATLSELDLGAERDVRIWPLHPSLLGEPHCFQVTWTGGSRCFSCRSAAERDRWIEDLRRQFQPTQDNVE.... Result: 0 (no interaction). (5) The miRNA is mmu-miR-124-3p with sequence UAAGGCACGCGGUGAAUGCC. The protein sequence of the target gene is MSFPQLGYQYIRPLYPPERPGAAGGGGGGSSAGGRSGPGAGASELAASGSLSNVLSSVYGAPYAAAAAAAAAAQGYGAFLPYATELPIFPQLGAQYELKDSPGVQHPATAAAFPHPHPAFYPYGQYQFGDPSRPKNATRESTSTLKAWLNEHRKNPYPTKGEKIMLAIITKMTLTQVSTWFANARRRLKKENKMTWAPRSRTDEEGNAYGSEREEEDEEEDEEESKRELEMEEEELAGEEEDTGGEGLADDDEDEEIDLENLDSAAAGSELTLAGAAHRNGDFGLGPISDCKTSDSDDSS.... Result: 1 (interaction). (6) The miRNA is mmu-miR-7b-5p with sequence UGGAAGACUUGUGAUUUUGUUGUU. The protein sequence of the target gene is MASRWLALLWAPVFLCVALILETASGTGDPSTKAHGHIQFSAGSVNQTAMADCRAVCGLNTSDRCDFVRRNPDCRSEAGYLDYLEGIFCYFPPNLLPLAITLYVFWLLYLFLILGVTAAKFFCPNLSAISTNLKLSHNVAGVTFLAFGNGAPDIFSALVAFSDPRTAGLAIGALFGAGVLVTTVVAGGITILHPFMAASRPFLRDIAFYMVAVFLTFTALYLGRITLTWALGYLGLYVFYVVTVIICTWVYQRQRSRSLVHSISETPELLSESEEDQMSSNTNSYDYGDEYRPLLLGRET.... Result: 0 (no interaction). (7) The miRNA is hsa-miR-4769-5p with sequence GGUGGGAUGGAGAGAAGGUAUGAG. The protein sequence of the target gene is MPSERCLSIQEMLTGQRLCHSESHNDSVLAALNQQRSDGILCDITLIAEEQKFHAHKAVLAACSDYFRAMFSLCMVESGADEVNLHGVTSLGLKQALEFAYTGQILLEPGVIQDVLAAGSHLQLLELLNLCSHYLIQELNSFNYLDLYRLADLFNLTLLEKAVIDFLVKHLSELLKSRPEEVLTLPYCLLQEVLKSDRLTSLSEEQIWQLAVRWLEHNCHYQYMDELLQYIRFGLMDVDTLHTVALSHPLVQASETATALVNEALEYHQSIYAQPVWQTRRTKPRFQSDTLYIIGGKKRE.... Result: 0 (no interaction).